This data is from Peptide-MHC class I binding affinity with 185,985 pairs from IEDB/IMGT. The task is: Regression. Given a peptide amino acid sequence and an MHC pseudo amino acid sequence, predict their binding affinity value. This is MHC class I binding data. (1) The peptide sequence is RVFDKADGK. The MHC is HLA-A69:01 with pseudo-sequence HLA-A69:01. The binding affinity (normalized) is 0.0847. (2) The binding affinity (normalized) is 0.00913. The MHC is HLA-B07:02 with pseudo-sequence HLA-B07:02. The peptide sequence is PPCQCTVQEF. (3) The peptide sequence is AVDWYQQRI. The MHC is HLA-A02:01 with pseudo-sequence HLA-A02:01. The binding affinity (normalized) is 0.0847. (4) The peptide sequence is FTLNHVLAL. The MHC is HLA-A02:01 with pseudo-sequence HLA-A02:01. The binding affinity (normalized) is 0.963.